Task: Regression. Given a peptide amino acid sequence and an MHC pseudo amino acid sequence, predict their binding affinity value. This is MHC class II binding data.. Dataset: Peptide-MHC class II binding affinity with 134,281 pairs from IEDB The peptide sequence is MDKRMKSLAMTAFFG. The MHC is H-2-IAb with pseudo-sequence H-2-IAb. The binding affinity (normalized) is 0.314.